From a dataset of Full USPTO retrosynthesis dataset with 1.9M reactions from patents (1976-2016). Predict the reactants needed to synthesize the given product. (1) Given the product [OH:42][C@H:39]1[CH2:40][CH2:26][C@@:20]2([CH3:21])[C@@H:19]([CH2:18][CH2:17][C@@H:16]3[C@@H:15]2[CH2:14][C@@H:13]([OH:27])[C@@:12]2([CH3:28])[C@H:11]3[CH2:5][CH:6]=[C:7]2[C:8](=[O:9])[CH3:10])[CH2:24]1, predict the reactants needed to synthesize it. The reactants are: C[C@H]1CO[C@@:5]2([O:9][C@H:8]3[CH2:10][C@H:11]4[C@@H:16]5[CH2:17][CH2:18][C@H:19]6[CH2:24][C@@H](O)C[CH2:21][C@:20]6([CH3:26])[C@H:15]5[CH2:14][C@@H:13]([OH:27])[C@:12]4([CH3:28])[C@H:7]3[C@@H:6]2C)CC1.OP(O)(O)=O.OO.[C:39]([OH:42])(=O)[CH3:40]. (2) The reactants are: [F:1][C:2]1[CH:3]=[C:4]([C@:13]2([NH:23][C:24]([C:26]3[CH:35]=[CH:34][C:29]([C:30]([O:32]C)=[O:31])=[C:28]([CH:36]=[CH2:37])[CH:27]=3)=[O:25])[C:18]3=[N:19][CH:20]=[CH:21][CH:22]=[C:17]3[O:16][CH2:15][CH2:14]2)[CH:5]=[CH:6][C:7]=1[O:8][C:9]([F:12])([F:11])[F:10].[OH-].[Na+]. Given the product [F:1][C:2]1[CH:3]=[C:4]([C@:13]2([NH:23][C:24]([C:26]3[CH:35]=[CH:34][C:29]([C:30]([OH:32])=[O:31])=[C:28]([CH:36]=[CH2:37])[CH:27]=3)=[O:25])[C:18]3=[N:19][CH:20]=[CH:21][CH:22]=[C:17]3[O:16][CH2:15][CH2:14]2)[CH:5]=[CH:6][C:7]=1[O:8][C:9]([F:11])([F:10])[F:12], predict the reactants needed to synthesize it. (3) Given the product [F:29][C:2]1([F:1])[CH2:7][CH2:6][N:5]([C:8]([C:10]2[N:11]([C:35]3[CH:36]=[CH:37][C:32]([C:31]([F:42])([F:41])[F:30])=[CH:33][CH:34]=3)[C:12]3[C:17]([CH:18]=2)=[CH:16][C:15]([O:19][CH:20]2[CH2:25][CH2:24][N:23]([CH:26]([CH3:27])[CH3:28])[CH2:22][CH2:21]2)=[CH:14][CH:13]=3)=[O:9])[CH2:4][CH2:3]1, predict the reactants needed to synthesize it. The reactants are: [F:1][C:2]1([F:29])[CH2:7][CH2:6][N:5]([C:8]([C:10]2[NH:11][C:12]3[C:17]([CH:18]=2)=[CH:16][C:15]([O:19][CH:20]2[CH2:25][CH2:24][N:23]([CH:26]([CH3:28])[CH3:27])[CH2:22][CH2:21]2)=[CH:14][CH:13]=3)=[O:9])[CH2:4][CH2:3]1.[F:30][C:31]([F:42])([F:41])[C:32]1[CH:37]=[CH:36][C:35](B(O)O)=[CH:34][CH:33]=1.